Task: Regression. Given two drug SMILES strings and cell line genomic features, predict the synergy score measuring deviation from expected non-interaction effect.. Dataset: NCI-60 drug combinations with 297,098 pairs across 59 cell lines (1) Drug 1: C1=NC2=C(N=C(N=C2N1C3C(C(C(O3)CO)O)F)Cl)N. Drug 2: CC1=C2C(C(=O)C3(C(CC4C(C3C(C(C2(C)C)(CC1OC(=O)C(C(C5=CC=CC=C5)NC(=O)C6=CC=CC=C6)O)O)OC(=O)C7=CC=CC=C7)(CO4)OC(=O)C)O)C)OC(=O)C. Cell line: OVCAR-5. Synergy scores: CSS=46.9, Synergy_ZIP=4.11, Synergy_Bliss=1.61, Synergy_Loewe=-4.37, Synergy_HSA=-3.04. (2) Drug 1: C1=CC(=CC=C1CCC2=CNC3=C2C(=O)NC(=N3)N)C(=O)NC(CCC(=O)O)C(=O)O. Drug 2: CC1=C(C(CCC1)(C)C)C=CC(=CC=CC(=CC(=O)O)C)C. Cell line: NCI/ADR-RES. Synergy scores: CSS=10.8, Synergy_ZIP=-1.48, Synergy_Bliss=-2.24, Synergy_Loewe=-9.94, Synergy_HSA=-2.19. (3) Synergy scores: CSS=34.4, Synergy_ZIP=-8.67, Synergy_Bliss=-6.81, Synergy_Loewe=0.229, Synergy_HSA=0.127. Cell line: SK-MEL-28. Drug 2: CC1=C(C(=O)C2=C(C1=O)N3CC4C(C3(C2COC(=O)N)OC)N4)N. Drug 1: C1CN(CCN1C(=O)CCBr)C(=O)CCBr.